Dataset: Catalyst prediction with 721,799 reactions and 888 catalyst types from USPTO. Task: Predict which catalyst facilitates the given reaction. Reactant: [OH-].[K+].[CH3:3][C:4]([CH3:26])=[CH:5][CH2:6][O:7][C:8]1[CH:9]=[CH:10][C:11]2[C:12](=[O:25])[C:13]3[C:18]([O:19][C:20]=2[C:21]=1[C:22](=[O:24])[CH3:23])=[CH:17][CH:16]=[CH:15][CH:14]=3.[CH3:27][O:28][C:29]1[CH:30]=[C:31]([CH:34]=[C:35]([O:39][CH3:40])[C:36]=1[O:37][CH3:38])[CH:32]=O. Product: [CH3:3][C:4]([CH3:26])=[CH:5][CH2:6][O:7][C:8]1[CH:9]=[CH:10][C:11]2[C:12](=[O:25])[C:13]3[C:18]([O:19][C:20]=2[C:21]=1[C:22](=[O:24])[CH:23]=[CH:32][C:31]1[CH:34]=[C:35]([O:39][CH3:40])[C:36]([O:37][CH3:38])=[C:29]([O:28][CH3:27])[CH:30]=1)=[CH:17][CH:16]=[CH:15][CH:14]=3. The catalyst class is: 40.